From a dataset of Choline transporter screen with 302,306 compounds. Binary Classification. Given a drug SMILES string, predict its activity (active/inactive) in a high-throughput screening assay against a specified biological target. (1) The compound is S(=O)(=O)(N1CCN(CC1)C(C)C)c1cc2c(cc1)cccc2. The result is 0 (inactive). (2) The compound is o1c2c(c(CN(CC(=O)Nc3cc4OCCOc4cc3)CC)cc1=O)cc(c(c2)C)C. The result is 0 (inactive). (3) The result is 0 (inactive). The compound is S(=O)(=O)(n1c2c(c(c1C)C(OCC)=O)c(c(O)cc2)C(O)=O)c1ccc(cc1)C. (4) The drug is O1CCN(Cc2cc(c3c(nccc3)c2O)COCc2ccccc2)CC1. The result is 0 (inactive). (5) The result is 0 (inactive). The compound is s1c(nnc1NC(=O)CCC(=O)N1C(CCCC1)C)C1CCCCC1.